From a dataset of Full USPTO retrosynthesis dataset with 1.9M reactions from patents (1976-2016). Predict the reactants needed to synthesize the given product. (1) Given the product [Cl:1][C:2]1[CH:7]=[CH:6][CH:5]=[CH:4][C:3]=1[C:8]1[C:9]([C:35]([OH:37])=[O:36])=[CH:10][CH:11]=[C:12]([CH2:14][N:15]2[C:19](=[O:20])[N:18]([CH2:21][C@H:22]([OH:27])[C:23]([F:24])([F:25])[F:26])[C:17]([C:28]3[CH:29]=[CH:30][C:31]([Cl:34])=[CH:32][CH:33]=3)=[N:16]2)[CH:13]=1, predict the reactants needed to synthesize it. The reactants are: [Cl:1][C:2]1[CH:7]=[CH:6][CH:5]=[CH:4][C:3]=1[C:8]1[C:9]([C:35]([O:37]C)=[O:36])=[CH:10][CH:11]=[C:12]([CH2:14][N:15]2[C:19](=[O:20])[N:18]([CH2:21][C@H:22]([OH:27])[C:23]([F:26])([F:25])[F:24])[C:17]([C:28]3[CH:33]=[CH:32][C:31]([Cl:34])=[CH:30][CH:29]=3)=[N:16]2)[CH:13]=1.[OH-].[Na+]. (2) Given the product [C:15]1([S:21]([N:24]2[C:29]3[CH:30]=[C:31]([Cl:35])[CH:32]=[C:33]([N:8]4[CH2:9][CH2:10][NH:11][CH2:13][CH2:14]4)[C:28]=3[O:27][CH2:26][CH2:25]2)(=[O:23])=[O:22])[CH:20]=[CH:19][CH:18]=[CH:17][CH:16]=1, predict the reactants needed to synthesize it. The reactants are: C(OC([N:8]1[CH2:14][CH2:13]C[NH:11][CH2:10][CH2:9]1)=O)(C)(C)C.[C:15]1([S:21]([N:24]2[C:29]3[CH:30]=[C:31]([Cl:35])[CH:32]=[C:33](Br)[C:28]=3[O:27][CH2:26][CH2:25]2)(=[O:23])=[O:22])[CH:20]=[CH:19][CH:18]=[CH:17][CH:16]=1.BrC1C2OCCN(S(C3C=CC=C(Cl)C=3)(=O)=O)C=2C=CC=1. (3) Given the product [CH2:30]([O:37][C:38](=[O:44])[C@H:39]([CH:41]([CH3:42])[CH3:43])[NH:40][C:7]([N:4]1[CH2:5][CH2:6][O:1][CH2:2][CH2:3]1)=[O:8])[C:31]1[CH:36]=[CH:35][CH:34]=[CH:33][CH:32]=1, predict the reactants needed to synthesize it. The reactants are: [O:1]1[CH2:6][CH2:5][N:4]([C:7](Cl)=[O:8])[CH2:3][CH2:2]1.C(N(C(C)C)C(C)C)C.C1(C)C=CC(S(O)(=O)=O)=CC=1.[CH2:30]([O:37][C:38](=[O:44])[C@H:39]([CH:41]([CH3:43])[CH3:42])[NH2:40])[C:31]1[CH:36]=[CH:35][CH:34]=[CH:33][CH:32]=1. (4) Given the product [Cl:1][C:2]1[CH:29]=[CH:28][C:5]2[N:6]([CH:23]3[CH2:27][CH2:26][N:25]([C:31](=[O:30])[CH2:32][OH:33])[CH2:24]3)[C:7]([CH2:9][N:10]3[C:14]4=[CH:15][N:16]=[CH:17][CH:18]=[C:13]4[C:12]([S:19]([CH3:22])(=[O:20])=[O:21])=[N:11]3)=[N:8][C:4]=2[CH:3]=1, predict the reactants needed to synthesize it. The reactants are: [Cl:1][C:2]1[CH:29]=[CH:28][C:5]2[N:6]([CH:23]3[CH2:27][CH2:26][NH:25][CH2:24]3)[C:7]([CH2:9][N:10]3[C:14]4=[CH:15][N:16]=[CH:17][CH:18]=[C:13]4[C:12]([S:19]([CH3:22])(=[O:21])=[O:20])=[N:11]3)=[N:8][C:4]=2[CH:3]=1.[OH:30][CH2:31][C:32](O)=[O:33].C(OC(=O)C)(=O)C. (5) Given the product [C:1]1([S:7]([CH2:10][C:11]2[C:16]([C:17]([O:19][CH3:20])=[O:18])=[C:15]([C:44]#[C:43][CH2:42][NH:41][C:34]([O:36][C:37]([CH3:40])([CH3:39])[CH3:38])=[O:35])[C:14]([C:29]3[CH:33]=[CH:32][O:31][CH:30]=3)=[CH:13][CH:12]=2)(=[O:8])=[O:9])[CH:6]=[CH:5][CH:4]=[CH:3][CH:2]=1, predict the reactants needed to synthesize it. The reactants are: [C:1]1([S:7]([CH2:10][C:11]2[C:16]([C:17]([O:19][CH3:20])=[O:18])=[C:15](OS(C(F)(F)F)(=O)=O)[C:14]([C:29]3[CH:33]=[CH:32][O:31][CH:30]=3)=[CH:13][CH:12]=2)(=[O:9])=[O:8])[CH:6]=[CH:5][CH:4]=[CH:3][CH:2]=1.[C:34]([NH:41][CH2:42][C:43]#[CH:44])([O:36][C:37]([CH3:40])([CH3:39])[CH3:38])=[O:35].C(N(CC)CC)C. (6) Given the product [Cl:1][C:2]1[CH:9]=[C:8]([N:10]([CH2:24][C:25]2[CH:30]=[CH:29][CH:28]=[CH:27][C:26]=2[Cl:31])[C@H:11]2[CH2:15][CH2:14][N:13]([CH2:16][C:17]3[S:18][C:19]([CH3:22])=[CH:20][CH:21]=3)[CH2:12]2)[CH:7]=[CH:6][C:3]=1[C:4]#[N:5], predict the reactants needed to synthesize it. The reactants are: [Cl:1][C:2]1[CH:9]=[C:8]([NH:10][C@H:11]2[CH2:15][CH2:14][N:13]([CH2:16][C:17]3[S:18][C:19]([CH3:22])=[CH:20][CH:21]=3)[CH2:12]2)[CH:7]=[CH:6][C:3]=1[C:4]#[N:5].Br[CH2:24][C:25]1[CH:30]=[CH:29][CH:28]=[CH:27][C:26]=1[Cl:31]. (7) Given the product [CH2:27]([O:26][C:18]1[C:17]2[C:29](=[O:30])[N:1]([C:2]3[CH:3]=[CH:4][C:5]([CH2:8][C:9]([OH:11])=[O:10])=[CH:6][CH:7]=3)[C:32](=[O:33])[C:16]=2[C:15]([O:14][CH2:12][CH3:13])=[C:24]2[CH:23]=[CH:22][C:21]([F:25])=[CH:20][C:19]=12)[CH3:28], predict the reactants needed to synthesize it. The reactants are: [NH2:1][C:2]1[CH:7]=[CH:6][C:5]([CH2:8][C:9]([OH:11])=[O:10])=[CH:4][CH:3]=1.[CH2:12]([O:14][C:15]1[C:24]2[C:19](=[CH:20][C:21]([F:25])=[CH:22][CH:23]=2)[C:18]([O:26][CH2:27][CH3:28])=[C:17]([C:29](O)=[O:30])[C:16]=1[C:32](O)=[O:33])[CH3:13].